This data is from Forward reaction prediction with 1.9M reactions from USPTO patents (1976-2016). The task is: Predict the product of the given reaction. (1) Given the reactants C(N(CC)CC)C.Cl.[Br:9][C:10]1[CH:11]=[C:12]2[C:16](=[C:17]([C:19]([NH2:21])=[O:20])[CH:18]=1)[NH:15][CH:14]=[C:13]2[CH:22]1[CH2:27][CH2:26][NH:25][CH2:24][CH2:23]1.[CH3:28][CH:29]([S:31](Cl)(=[O:33])=[O:32])[CH3:30], predict the reaction product. The product is: [Br:9][C:10]1[CH:11]=[C:12]2[C:16](=[C:17]([C:19]([NH2:21])=[O:20])[CH:18]=1)[NH:15][CH:14]=[C:13]2[CH:22]1[CH2:27][CH2:26][N:25]([S:31]([CH:29]([CH3:30])[CH3:28])(=[O:33])=[O:32])[CH2:24][CH2:23]1. (2) Given the reactants CC1O[C:6](=[O:8])[C:5]2[CH:9]=[C:10]([O:13][CH3:14])[CH:11]=[CH:12][C:4]=2[N:3]=1.O.[Cl:16][C:17]1[CH:22]=[CH:21][C:20]([Mg]Br)=[CH:19][CH:18]=1, predict the reaction product. The product is: [NH2:3][C:4]1[CH:12]=[CH:11][C:10]([O:13][CH3:14])=[CH:9][C:5]=1[C:6]([C:20]1[CH:21]=[CH:22][C:17]([Cl:16])=[CH:18][CH:19]=1)=[O:8]. (3) Given the reactants [CH3:1][O:2][C:3]1[CH:4]=[C:5](/[CH:14]=[CH:15]/[C:16]([O:18][CH2:19][CH3:20])=[O:17])[CH:6]=[C:7]([N+:11]([O-])=O)[C:8]=1[O:9][CH3:10], predict the reaction product. The product is: [CH2:19]([O:18][C:16](=[O:17])[CH2:15][CH2:14][C:5]1[CH:4]=[C:3]([O:2][CH3:1])[C:8]([O:9][CH3:10])=[C:7]([NH2:11])[CH:6]=1)[CH3:20]. (4) The product is: [C:32]([O:36][C:37]([N:39]1[C@H:40]([C:45](=[O:57])[NH:46][C@:47]2([C:52]([O:54][CH2:55][CH3:56])=[O:53])[CH2:49][C@H:48]2[CH:50]=[CH2:51])[CH2:41][C@@H:42]([O:44][C:6]([N:18]2[CH2:17][C:16]3[C:20](=[CH:21][CH:22]=[CH:23][C:15]=3[F:14])[CH2:19]2)=[O:7])[CH2:43]1)=[O:38])([CH3:35])([CH3:33])[CH3:34]. Given the reactants C1N=CN([C:6](N2C=NC=C2)=[O:7])C=1.Cl.[F:14][C:15]1[CH:23]=[CH:22][CH:21]=[C:20]2[C:16]=1[CH2:17][NH:18][CH2:19]2.C1(C)C=CC=CC=1.Cl.[C:32]([O:36][C:37]([N:39]1[CH2:43][C@H:42]([OH:44])[CH2:41][C@H:40]1[C:45](=[O:57])[NH:46][C@:47]1([C:52]([O:54][CH2:55][CH3:56])=[O:53])[CH2:49][C@H:48]1[CH:50]=[CH2:51])=[O:38])([CH3:35])([CH3:34])[CH3:33], predict the reaction product. (5) Given the reactants [OH:1][NH:2][C:3](=[NH:20])[C:4]1[CH:12]=[CH:11][CH:10]=[C:9]2[C:5]=1[CH2:6][N:7]([C:13]([O:15][C:16]([CH3:19])([CH3:18])[CH3:17])=[O:14])[CH2:8]2.[C:21]([C:23]1[CH:24]=[C:25]([CH:29]=[CH:30][C:31]=1[O:32][CH:33]([CH3:35])[CH3:34])[C:26](O)=O)#[N:22].ON1C2C=CC=CC=2N=N1.Cl.CN(C)CCCN=C=NCC, predict the reaction product. The product is: [C:21]([C:23]1[CH:24]=[C:25]([C:26]2[O:1][N:2]=[C:3]([C:4]3[CH:12]=[CH:11][CH:10]=[C:9]4[C:5]=3[CH2:6][N:7]([C:13]([O:15][C:16]([CH3:17])([CH3:19])[CH3:18])=[O:14])[CH2:8]4)[N:20]=2)[CH:29]=[CH:30][C:31]=1[O:32][CH:33]([CH3:34])[CH3:35])#[N:22]. (6) The product is: [C:36]([Si:33]([CH3:35])([CH3:34])[O:22][CH:18]([CH2:19][O:20][CH3:21])[CH2:17][N:14]1[C:13](=[O:23])[CH:12]=[N:11][N:10]([C:8]2[CH:7]=[CH:6][C:5]([Cl:24])=[C:4]([CH:9]=2)[C:3]([OH:2])=[O:25])[C:15]1=[O:16])([CH3:39])([CH3:38])[CH3:37]. Given the reactants C[O:2][C:3](=[O:25])[C:4]1[CH:9]=[C:8]([N:10]2[C:15](=[O:16])[N:14]([CH2:17][CH:18]([OH:22])[CH2:19][O:20][CH3:21])[C:13](=[O:23])[CH:12]=[N:11]2)[CH:7]=[CH:6][C:5]=1[Cl:24].C(N(CC)CC)C.[Si:33](Cl)([C:36]([CH3:39])([CH3:38])[CH3:37])([CH3:35])[CH3:34].[OH-].[Na+], predict the reaction product. (7) Given the reactants [CH:1]1([C:4]2[C:5]([O:13][CH2:14][C:15]([F:18])([F:17])[F:16])=[CH:6][C:7]([C:10]([OH:12])=O)=[N:8][CH:9]=2)[CH2:3][CH2:2]1.[NH2:19][C:20]1([CH2:26][OH:27])[CH2:25][CH2:24][CH2:23][CH2:22][CH2:21]1, predict the reaction product. The product is: [OH:27][CH2:26][C:20]1([NH:19][C:10]([C:7]2[CH:6]=[C:5]([O:13][CH2:14][C:15]([F:18])([F:17])[F:16])[C:4]([CH:1]3[CH2:2][CH2:3]3)=[CH:9][N:8]=2)=[O:12])[CH2:25][CH2:24][CH2:23][CH2:22][CH2:21]1.